From a dataset of Catalyst prediction with 721,799 reactions and 888 catalyst types from USPTO. Predict which catalyst facilitates the given reaction. (1) Reactant: [F:1][C:2]([F:34])([F:33])[CH2:3][NH:4][C@H:5]1[CH2:9][CH2:8][N:7]([C:10]2[C:18]3[C:17]4[CH:19]=[C:20]([C:23]#[N:24])[N:21]=[CH:22][C:16]=4[N:15](COCC[Si](C)(C)C)[C:14]=3[N:13]=[CH:12][CH:11]=2)[CH2:6]1.Br.[OH-].[Na+].Cl. Product: [F:34][C:2]([F:1])([F:33])[CH2:3][NH:4][C@H:5]1[CH2:9][CH2:8][N:7]([C:10]2[C:18]3[C:17]4[CH:19]=[C:20]([C:23]#[N:24])[N:21]=[CH:22][C:16]=4[NH:15][C:14]=3[N:13]=[CH:12][CH:11]=2)[CH2:6]1. The catalyst class is: 12. (2) Reactant: [Cl:1][C:2]1[CH:7]=[C:6]([F:8])[CH:5]=[CH:4][C:3]=1[C@@H:9]1[C:14]([C:15]([O:17][C@H:18]([CH3:25])[C:19]([O:21][CH:22]([CH3:24])[CH3:23])=[O:20])=[O:16])=[C:13]([CH3:26])[NH:12][C:11]([C:27]2[S:28][CH:29]=[CH:30][N:31]=2)=[N:10]1.C1C(=O)N([Br:39])C(=O)C1. Product: [Br:39][CH2:26][C:13]1[NH:12][C:11]([C:27]2[S:28][CH:29]=[CH:30][N:31]=2)=[N:10][C@H:9]([C:3]2[CH:4]=[CH:5][C:6]([F:8])=[CH:7][C:2]=2[Cl:1])[C:14]=1[C:15]([O:17][C@H:18]([CH3:25])[C:19]([O:21][CH:22]([CH3:24])[CH3:23])=[O:20])=[O:16]. The catalyst class is: 4. (3) Reactant: N1C=CC=CC=1.[C:7]([CH2:10][C:11]1[CH:19]=[C:18]([O:20][CH3:21])[CH:17]=[CH:16][C:12]=1[C:13]([OH:15])=[O:14])([OH:9])=O.[CH3:22][CH2:23][O:24]CC. Product: [C:23]([CH:10]1[C:11]2[C:12](=[CH:16][CH:17]=[C:18]([O:20][CH3:21])[CH:19]=2)[C:13](=[O:14])[O:15][C:7]1=[O:9])(=[O:24])[CH3:22]. The catalyst class is: 152. (4) Product: [Cl:34][C:32]1[CH:31]=[CH:30][C:28]2[O:29][C:25]([N:22]([C@H:14]([C:11]3[N:12]([CH3:13])[C:8]([C:5]4[CH:4]=[CH:3][C:2]([N:1]5[CH:37]=[CH:41][CH:40]=[CH:39]5)=[CH:7][CH:6]=4)=[CH:9][N:10]=3)[CH2:15][C:16]3[CH:21]=[CH:20][CH:19]=[CH:18][N:17]=3)[CH:23]=[O:24])=[CH:26][C:27]=2[CH:33]=1. Reactant: [NH2:1][C:2]1[CH:7]=[CH:6][C:5]([C:8]2[N:12]([CH3:13])[C:11]([C@@H:14]([N:22]([C:25]3[O:29][C:28]4[CH:30]=[CH:31][C:32]([Cl:34])=[CH:33][C:27]=4[CH:26]=3)[CH:23]=[O:24])[CH2:15][C:16]3[CH:21]=[CH:20][CH:19]=[CH:18][N:17]=3)=[N:10][CH:9]=2)=[CH:4][CH:3]=1.CO[CH:37]1[CH2:41][CH2:40][CH:39](OC)O1. The catalyst class is: 15. (5) Reactant: [I:1]I.[OH:3][C:4]1[CH:5]=[CH:6][C:7]([CH2:10][C:11]([O:13][CH2:14][CH3:15])=[O:12])=[N:8][CH:9]=1.C(=O)([O-])[O-].[Na+].[Na+]. Product: [OH:3][C:4]1[CH:5]=[CH:6][C:7]([CH2:10][C:11]([O:13][CH2:14][CH3:15])=[O:12])=[N:8][C:9]=1[I:1]. The catalyst class is: 6.